From a dataset of Forward reaction prediction with 1.9M reactions from USPTO patents (1976-2016). Predict the product of the given reaction. Given the reactants C(OC([NH:11][C@@H:12]([C:16]1[N:17]=[C:18]([C:21]2[CH:26]=[C:25]([NH:27][C:28]([NH:30][CH2:31][CH3:32])=[O:29])[N:24]=[CH:23][C:22]=2[C:33]2[CH:34]=[C:35]3[C:40](=[CH:41][CH:42]=2)[N:39]([C@@H:43]([C:46]([CH3:49])([CH3:48])[CH3:47])[CH2:44][OH:45])[CH:38]=[C:37]([C:50]([OH:52])=[O:51])[C:36]3=[O:53])[S:19][CH:20]=1)[CH:13]([CH3:15])[CH3:14])=O)C1C=CC=CC=1.Br.C(O)(=O)C.[OH-].[Na+].Cl, predict the reaction product. The product is: [NH2:11][C@@H:12]([C:16]1[N:17]=[C:18]([C:21]2[CH:26]=[C:25]([NH:27][C:28]([NH:30][CH2:31][CH3:32])=[O:29])[N:24]=[CH:23][C:22]=2[C:33]2[CH:34]=[C:35]3[C:40](=[CH:41][CH:42]=2)[N:39]([C@@H:43]([C:46]([CH3:48])([CH3:47])[CH3:49])[CH2:44][OH:45])[CH:38]=[C:37]([C:50]([OH:52])=[O:51])[C:36]3=[O:53])[S:19][CH:20]=1)[CH:13]([CH3:14])[CH3:15].